Dataset: Full USPTO retrosynthesis dataset with 1.9M reactions from patents (1976-2016). Task: Predict the reactants needed to synthesize the given product. (1) The reactants are: [CH3:1][C:2]1([CH3:22])[NH:7][C:6]2[CH:8]=[C:9]([C:11]3[CH:16]=[CH:15][N:14]=[C:13](S(C)(=O)=O)[N:12]=3)[S:10][C:5]=2[C:4](=[O:21])[NH:3]1.[BH4-].[Na+]. Given the product [CH3:1][C:2]1([CH3:22])[NH:7][C:6]2[CH:8]=[C:9]([C:11]3[CH:16]=[CH:15][N:14]=[CH:13][N:12]=3)[S:10][C:5]=2[C:4](=[O:21])[NH:3]1, predict the reactants needed to synthesize it. (2) Given the product [N:32]1[N:33]([C:7]2[CH:31]=[CH:30][CH:29]=[CH:28][C:8]=2[C:9]([NH:11][C@H:12]2[CH2:16][CH2:15][CH2:14][C@@H:13]2[NH:17][C:18]2[CH:23]=[CH:22][C:21]([C:24]([F:27])([F:25])[F:26])=[CH:20][N:19]=2)=[O:10])[N:34]=[CH:35][CH:36]=1, predict the reactants needed to synthesize it. The reactants are: CC1N=C([C:7]2[CH:31]=[CH:30][CH:29]=[CH:28][C:8]=2[C:9]([NH:11][C@H:12]2[CH2:16][CH2:15][CH2:14][C@@H:13]2[NH:17][C:18]2[CH:23]=[CH:22][C:21]([C:24]([F:27])([F:26])[F:25])=[CH:20][N:19]=2)=[O:10])ON=1.[N:32]1[N:33](C2C=CC=CC=2C(O)=O)[N:34]=[CH:35][CH:36]=1.Cl.FC(F)(F)C1C=CC(N[C@H]2CCC[C@@H]2N)=NC=1. (3) Given the product [Cl:1][C:2]1[CH:3]=[C:4]([C:12]2[O:14][N:60]=[C:59]([C:51]3[CH:52]=[C:53]4[C:57](=[CH:58][C:50]=3[CH2:48][CH3:49])[NH:56][N:55]=[CH:54]4)[N:62]=2)[CH:5]=[N:6][C:7]=1[O:8][CH:9]([CH3:10])[CH3:11], predict the reactants needed to synthesize it. The reactants are: [Cl:1][C:2]1[CH:3]=[C:4]([C:12]([OH:14])=O)[CH:5]=[N:6][C:7]=1[O:8][CH:9]([CH3:11])[CH3:10].CN(C(ON1N=NC2C=CC=NC1=2)=[N+](C)C)C.F[P-](F)(F)(F)(F)F.CCN(C(C)C)C(C)C.[CH2:48]([C:50]1[CH:58]=[C:57]2[C:53]([CH:54]=[N:55][NH:56]2)=[CH:52][C:51]=1[C:59](=[NH:62])[NH:60]O)[CH3:49]. (4) Given the product [Cl:1][C:2]1[CH:3]=[CH:4][C:5]([O:21][CH2:22][CH:23]([CH3:28])[CH3:24])=[C:6]([CH2:8][C:9]2[S:10][CH:11]=[C:12]([C:14](/[N:16]=[CH:17]/[N:18]([CH3:19])[CH3:20])=[O:15])[N:13]=2)[CH:7]=1, predict the reactants needed to synthesize it. The reactants are: [Cl:1][C:2]1[CH:3]=[CH:4][C:5]([O:21][CH2:22][C:23]2[CH:28]=CC=C[CH:24]=2)=[C:6]([CH2:8][C:9]2[S:10][CH:11]=[C:12]([C:14](/[N:16]=[CH:17]/[N:18]([CH3:20])[CH3:19])=[O:15])[N:13]=2)[CH:7]=1.ClC1C=CC(OCC(C)C)=C(CC2SC=C(C(N)=O)N=2)C=1. (5) Given the product [C:1]([O:5][C:6]([N:8]1[CH2:13][CH2:12][O:11][CH2:10][C@H:9]1[C:14](=[O:16])[NH:17][C:18]1[S:19][CH:20]=[C:21]([C:23]2[CH:24]=[CH:25][C:26]([C:27](=[O:28])[NH:29][CH:30]3[CH2:32][CH2:31]3)=[CH:33][CH:34]=2)[N:22]=1)=[O:7])([CH3:2])([CH3:3])[CH3:4], predict the reactants needed to synthesize it. The reactants are: [C:1]([O:5][C:6]([N:8]1[CH2:13][CH2:12][O:11][CH2:10][C@H:9]1[C:14]([OH:16])=O)=[O:7])([CH3:4])([CH3:3])[CH3:2].[NH2:17][C:18]1[S:19][CH:20]=[C:21]([C:23]2[CH:34]=[CH:33][C:26]([C:27]([NH:29][CH:30]3[CH2:32][CH2:31]3)=[O:28])=[CH:25][CH:24]=2)[N:22]=1.C(N=C=NC(C)C)(C)C.C(#N)C.